From a dataset of Full USPTO retrosynthesis dataset with 1.9M reactions from patents (1976-2016). Predict the reactants needed to synthesize the given product. (1) Given the product [C:1]([O:5][C:6]([N:8]([C:20]([O:22][C:23]([CH3:24])([CH3:26])[CH3:25])=[O:21])[C@:9]1([C:15]([O:17][CH2:18][CH3:19])=[O:16])[CH2:11][C@H:10]1[CH2:12][CH:13]=[O:14])=[O:7])([CH3:4])([CH3:2])[CH3:3], predict the reactants needed to synthesize it. The reactants are: [C:1]([O:5][C:6]([N:8]([C:20]([O:22][C:23]([CH3:26])([CH3:25])[CH3:24])=[O:21])[C@:9]1([C:15]([O:17][CH2:18][CH3:19])=[O:16])[CH2:11][C@H:10]1[CH2:12][CH2:13][OH:14])=[O:7])([CH3:4])([CH3:3])[CH3:2].CC(OI1(OC(C)=O)(OC(C)=O)OC(=O)C2C=CC=CC1=2)=O. (2) Given the product [CH3:21][O:22][C:23]1[CH:24]=[C:25]([C:2]2[C:3]([CH3:20])=[N:4][CH:5]=[C:6]([C:9]=2[NH:10][C:11]2[CH:19]=[CH:18][CH:17]=[C:16]3[C:12]=2[CH:13]=[CH:14][NH:15]3)[C:7]#[N:8])[CH:26]=[CH:27][C:28]=1[O:29][CH3:30], predict the reactants needed to synthesize it. The reactants are: I[C:2]1[C:3]([CH3:20])=[N:4][CH:5]=[C:6]([C:9]=1[NH:10][C:11]1[CH:19]=[CH:18][CH:17]=[C:16]2[C:12]=1[CH:13]=[CH:14][NH:15]2)[C:7]#[N:8].[CH3:21][O:22][C:23]1[CH:24]=[C:25](B(O)O)[CH:26]=[CH:27][C:28]=1[O:29][CH3:30].